This data is from Forward reaction prediction with 1.9M reactions from USPTO patents (1976-2016). The task is: Predict the product of the given reaction. (1) Given the reactants C(O[C:4]([C:6]1[N:7]=[C:8]([N:15]2[CH2:20][CH2:19][N:18]([S:21]([CH3:24])(=[O:23])=[O:22])[CH2:17][CH2:16]2)[N:9]([CH3:14])[C:10](=[O:13])[C:11]=1[OH:12])=[O:5])C.[F:25][C:26]1[CH:33]=[CH:32][C:29]([CH2:30][NH2:31])=[CH:28][CH:27]=1, predict the reaction product. The product is: [F:25][C:26]1[CH:33]=[CH:32][C:29]([CH2:30][NH:31][C:4]([C:6]2[N:7]=[C:8]([N:15]3[CH2:20][CH2:19][N:18]([S:21]([CH3:24])(=[O:22])=[O:23])[CH2:17][CH2:16]3)[N:9]([CH3:14])[C:10](=[O:13])[C:11]=2[OH:12])=[O:5])=[CH:28][CH:27]=1. (2) Given the reactants [F:1][C:2]1[CH:3]=[CH:4][C:5]([N+:10]([O-:12])=[O:11])=[C:6]([CH:9]=1)[CH:7]=[O:8].[CH2:13]([OH:17])[CH2:14][CH2:15][CH3:16], predict the reaction product. The product is: [CH2:3]([O:8][CH:7]([O:17][CH2:13][CH2:14][CH2:15][CH3:16])[C:6]1[CH:9]=[C:2]([F:1])[CH:3]=[CH:4][C:5]=1[N+:10]([O-:12])=[O:11])[CH2:2][CH2:9][CH3:6]. (3) Given the reactants [F:1][C:2]1[CH:7]=[CH:6][C:5]([C:8](=[CH2:22])[C:9]([C:11]2[CH:21]=[CH:20][C:14]3[O:15][CH2:16][C:17](=[O:19])[NH:18][C:13]=3[CH:12]=2)=O)=[CH:4][CH:3]=1.Cl.[F:24][C:25]1[CH:30]=[CH:29][C:28]([NH:31][NH2:32])=[CH:27][CH:26]=1.C(N(CC)CC)C, predict the reaction product. The product is: [F:24][C:25]1[CH:30]=[CH:29][C:28]([N:31]2[CH2:22][CH:8]([C:5]3[CH:6]=[CH:7][C:2]([F:1])=[CH:3][CH:4]=3)[C:9]([C:11]3[CH:21]=[CH:20][C:14]4[O:15][CH2:16][C:17](=[O:19])[NH:18][C:13]=4[CH:12]=3)=[N:32]2)=[CH:27][CH:26]=1. (4) Given the reactants [CH2:1]([C:3]([CH:10]([CH3:28])[C:11](=[O:27])[C:12]1[CH:26]=[CH:25][C:15]2[N:16]=[C:17]([C:19]3[CH:24]=[CH:23][CH:22]=[CH:21][CH:20]=3)[O:18][C:14]=2[CH:13]=1)(C(O)=O)[C:4]([OH:6])=[O:5])[CH3:2].C(O)COCCO.COC, predict the reaction product. The product is: [CH2:1]([CH:3]([CH:10]([CH3:28])[C:11](=[O:27])[C:12]1[CH:26]=[CH:25][C:15]2[N:16]=[C:17]([C:19]3[CH:20]=[CH:21][CH:22]=[CH:23][CH:24]=3)[O:18][C:14]=2[CH:13]=1)[C:4]([OH:6])=[O:5])[CH3:2].